This data is from Forward reaction prediction with 1.9M reactions from USPTO patents (1976-2016). The task is: Predict the product of the given reaction. (1) Given the reactants Cl.Cl.Cl.[O:4]1[C:8]2[CH:9]=[CH:10][CH:11]=[C:12]([N:13]3[CH2:18][CH2:17][N:16]([CH2:19][CH2:20][C@H:21]4[CH2:26][CH2:25][C@H:24]([NH2:27])[CH2:23][CH2:22]4)[CH2:15][CH2:14]3)[C:7]=2[O:6][CH2:5]1.[OH:28][C:29]1([C:33](O)=[O:34])[CH2:32][CH2:31][CH2:30]1, predict the reaction product. The product is: [O:4]1[C:8]2[CH:9]=[CH:10][CH:11]=[C:12]([N:13]3[CH2:18][CH2:17][N:16]([CH2:19][CH2:20][C@H:21]4[CH2:26][CH2:25][C@H:24]([NH:27][C:33]([C:29]5([OH:28])[CH2:32][CH2:31][CH2:30]5)=[O:34])[CH2:23][CH2:22]4)[CH2:15][CH2:14]3)[C:7]=2[O:6][CH2:5]1. (2) Given the reactants [F:1][C:2]1[CH:16]=[C:15]([F:17])[CH:14]=[CH:13][C:3]=1[CH2:4][O:5][C:6]1[CH:11]=[CH:10][NH:9][C:8](=[O:12])[CH:7]=1.Br[C:19]1[CH:20]=[CH:21][C:22]2[C:26]3[CH2:27][N:28](C(OC(C)(C)C)=O)[CH2:29][CH2:30][CH2:31][C:25]=3[N:24]([CH3:39])[C:23]=2[N:40]=1.OC1C=CC=C2C=1N=CC=C2.C([O-])([O-])=O.[Cs+].[Cs+].[ClH:58], predict the reaction product. The product is: [ClH:58].[F:1][C:2]1[CH:16]=[C:15]([F:17])[CH:14]=[CH:13][C:3]=1[CH2:4][O:5][C:6]1[CH:11]=[CH:10][N:9]([C:19]2[CH:20]=[CH:21][C:22]3[C:26]4[CH2:27][NH:28][CH2:29][CH2:30][CH2:31][C:25]=4[N:24]([CH3:39])[C:23]=3[N:40]=2)[C:8](=[O:12])[CH:7]=1. (3) The product is: [F:30][C:26]1[CH:25]=[C:24]2[C:29]([C:20]([N:4]3[C:5]4[C:10](=[CH:9][CH:8]=[C:7]([C:40]5[CH:45]=[C:44]([CH3:46])[N:43]=[C:42]([NH2:47])[N:41]=5)[CH:6]=4)[C:2]([CH3:38])([CH3:1])[CH2:3]3)=[C:21]([CH3:37])[C:22]([C:31]3[CH:36]=[CH:35][CH:34]=[CH:33][N:32]=3)=[N:23]2)=[CH:28][CH:27]=1. Given the reactants [CH3:1][C:2]1([CH3:38])[C:10]2[C:5](=[CH:6][C:7](B3OC(C)(C)C(C)(C)O3)=[CH:8][CH:9]=2)[N:4]([C:20]2[C:29]3[C:24](=[CH:25][C:26]([F:30])=[CH:27][CH:28]=3)[N:23]=[C:22]([C:31]3[CH:36]=[CH:35][CH:34]=[CH:33][N:32]=3)[C:21]=2[CH3:37])[CH2:3]1.Cl[C:40]1[CH:45]=[C:44]([CH3:46])[N:43]=[C:42]([NH2:47])[N:41]=1.C(=O)([O-])[O-].[Na+].[Na+], predict the reaction product. (4) Given the reactants O=[C:2]1[C:10]2[C:5](=[CH:6][C:7]([O:11][C:12]3[CH:20]=[CH:19][C:15]([C:16]([NH2:18])=[O:17])=[CH:14][N:13]=3)=[CH:8][CH:9]=2)[CH2:4][CH2:3]1.[CH2:21]([NH2:29])[CH2:22][C:23]1[CH:28]=[CH:27][CH:26]=[CH:25][CH:24]=1.[BH3-]C#N.[Na+], predict the reaction product. The product is: [CH2:21]([NH:29][CH:2]1[C:10]2[C:5](=[CH:6][C:7]([O:11][C:12]3[CH:20]=[CH:19][C:15]([C:16]([NH2:18])=[O:17])=[CH:14][N:13]=3)=[CH:8][CH:9]=2)[CH2:4][CH2:3]1)[CH2:22][C:23]1[CH:28]=[CH:27][CH:26]=[CH:25][CH:24]=1. (5) Given the reactants Cl[C:2]1[N:7]2[N:8]=[C:9]([CH3:11])[CH:10]=[C:6]2[N:5]=[C:4]([NH:12][C:13](=[O:24])[C:14]2[CH:19]=[CH:18][C:17]([C:20]([OH:23])([CH3:22])[CH3:21])=[CH:16][CH:15]=2)[CH:3]=1.[CH2:25]([S:27]([N:30]1[CH2:35][CH2:34][NH:33][CH2:32][CH2:31]1)(=[O:29])=[O:28])[CH3:26], predict the reaction product. The product is: [CH2:25]([S:27]([N:30]1[CH2:31][CH2:32][N:33]([C:2]2[N:7]3[N:8]=[C:9]([CH3:11])[CH:10]=[C:6]3[N:5]=[C:4]([NH:12][C:13](=[O:24])[C:14]3[CH:19]=[CH:18][C:17]([C:20]([OH:23])([CH3:22])[CH3:21])=[CH:16][CH:15]=3)[CH:3]=2)[CH2:34][CH2:35]1)(=[O:29])=[O:28])[CH3:26]. (6) Given the reactants Br[CH:2]([CH2:4][CH3:5])[CH3:3].C(=O)([O-])[O-].[Cs+].[Cs+].[OH:12][C:13]1[CH:18]=[CH:17][C:16]([C:19]2[C:24](=[O:25])[N:23]([CH2:26][C:27]3[CH:32]=[CH:31][C:30]([C:33]4[C:34]([C:39]#[N:40])=[CH:35][CH:36]=[CH:37][CH:38]=4)=[CH:29][CH:28]=3)[C:22]([CH2:41][CH2:42][CH3:43])=[N:21][C:20]=2[CH3:44])=[CH:15][CH:14]=1, predict the reaction product. The product is: [CH:2]([O:12][C:13]1[CH:14]=[CH:15][C:16]([C:19]2[C:24](=[O:25])[N:23]([CH2:26][C:27]3[CH:32]=[CH:31][C:30]([C:33]4[C:34]([C:39]#[N:40])=[CH:35][CH:36]=[CH:37][CH:38]=4)=[CH:29][CH:28]=3)[C:22]([CH2:41][CH2:42][CH3:43])=[N:21][C:20]=2[CH3:44])=[CH:17][CH:18]=1)([CH2:4][CH3:5])[CH3:3]. (7) Given the reactants C(N(CC)CC)C.[Cl:8][C:9]1[C:10]([N:15]2[CH2:20][CH2:19][N:18]([CH2:21][CH2:22][NH:23][CH3:24])[CH2:17][CH2:16]2)=[N:11][CH:12]=[CH:13][N:14]=1.Cl.[N:26]1[CH:31]=[CH:30][CH:29]=[C:28]([S:32](Cl)(=[O:34])=[O:33])[CH:27]=1, predict the reaction product. The product is: [Cl:8][C:9]1[C:10]([N:15]2[CH2:16][CH2:17][N:18]([CH2:21][CH2:22][N:23]([CH3:24])[S:32]([C:28]3[CH:27]=[N:26][CH:31]=[CH:30][CH:29]=3)(=[O:34])=[O:33])[CH2:19][CH2:20]2)=[N:11][CH:12]=[CH:13][N:14]=1.